This data is from Forward reaction prediction with 1.9M reactions from USPTO patents (1976-2016). The task is: Predict the product of the given reaction. Given the reactants [ClH:1].[N:2]([C@@H:5]([CH2:12][CH2:13][CH3:14])[C@H:6]([OH:11])[C:7]([O:9][CH3:10])=[O:8])=[N+]=[N-], predict the reaction product. The product is: [ClH:1].[NH2:2][C@@H:5]([CH2:12][CH2:13][CH3:14])[C@H:6]([OH:11])[C:7]([O:9][CH3:10])=[O:8].